Dataset: NCI-60 drug combinations with 297,098 pairs across 59 cell lines. Task: Regression. Given two drug SMILES strings and cell line genomic features, predict the synergy score measuring deviation from expected non-interaction effect. (1) Drug 1: COCCOC1=C(C=C2C(=C1)C(=NC=N2)NC3=CC=CC(=C3)C#C)OCCOC. Drug 2: C1CCC(C(C1)[NH-])[NH-].C(=O)(C(=O)[O-])[O-].[Pt+4]. Cell line: OVCAR3. Synergy scores: CSS=43.0, Synergy_ZIP=-4.09, Synergy_Bliss=-2.91, Synergy_Loewe=-14.4, Synergy_HSA=4.71. (2) Drug 1: CC1=CC2C(CCC3(C2CCC3(C(=O)C)OC(=O)C)C)C4(C1=CC(=O)CC4)C. Drug 2: C1=CN(C(=O)N=C1N)C2C(C(C(O2)CO)O)O.Cl. Cell line: MOLT-4. Synergy scores: CSS=68.9, Synergy_ZIP=-1.27, Synergy_Bliss=-1.97, Synergy_Loewe=-23.5, Synergy_HSA=-0.700. (3) Drug 1: C1=C(C(=O)NC(=O)N1)F. Drug 2: C1=CC(=CC=C1C#N)C(C2=CC=C(C=C2)C#N)N3C=NC=N3. Cell line: OVCAR-8. Synergy scores: CSS=29.5, Synergy_ZIP=0.138, Synergy_Bliss=-1.50, Synergy_Loewe=-3.28, Synergy_HSA=-1.73. (4) Synergy scores: CSS=11.7, Synergy_ZIP=-0.840, Synergy_Bliss=-0.629, Synergy_Loewe=5.36, Synergy_HSA=0.899. Cell line: MOLT-4. Drug 1: CCC(=C(C1=CC=CC=C1)C2=CC=C(C=C2)OCCN(C)C)C3=CC=CC=C3.C(C(=O)O)C(CC(=O)O)(C(=O)O)O. Drug 2: CC1=C(C=C(C=C1)NC(=O)C2=CC=C(C=C2)CN3CCN(CC3)C)NC4=NC=CC(=N4)C5=CN=CC=C5. (5) Drug 1: C1CCC(C(C1)N)N.C(=O)(C(=O)[O-])[O-].[Pt+4]. Drug 2: N.N.Cl[Pt+2]Cl. Cell line: SK-MEL-5. Synergy scores: CSS=67.3, Synergy_ZIP=1.08, Synergy_Bliss=0.487, Synergy_Loewe=-4.18, Synergy_HSA=4.07.